Predict the product of the given reaction. From a dataset of Forward reaction prediction with 1.9M reactions from USPTO patents (1976-2016). (1) Given the reactants [CH3:1][C:2]1[C:9]([C:10]2[S:11][C:12]([C:21](O)=[O:22])=[C:13]([C:15]3[CH:20]=[CH:19][CH:18]=[CH:17][CH:16]=3)[N:14]=2)=[C:5]2[S:6][CH:7]=[CH:8][N:4]2[N:3]=1.C1C=C[C:27]2[N:32]([OH:33])N=NC=2C=1.[CH3:34]CN=C=NCCCN(C)C, predict the reaction product. The product is: [CH3:34][O:33][N:32]([CH3:27])[C:21]([C:12]1[S:11][C:10]([C:9]2[C:2]([CH3:1])=[N:3][N:4]3[CH:8]=[CH:7][S:6][C:5]=23)=[N:14][C:13]=1[C:15]1[CH:20]=[CH:19][CH:18]=[CH:17][CH:16]=1)=[O:22]. (2) Given the reactants Br[C:2]1[CH:8]=[CH:7][CH:6]=[CH:5][C:3]=1[NH2:4].[CH3:9][C:10]1[CH:18]=[CH:17][C:13]([C:14](Cl)=[O:15])=[CH:12][CH:11]=1, predict the reaction product. The product is: [CH2:8]([N:4]1[C:14](=[O:15])[C:13]2[C:12](=[CH:11][C:10]([CH3:9])=[CH:18][CH:17]=2)[C:2]2[CH:8]=[CH:7][CH:6]=[CH:5][C:3]1=2)[CH2:2][CH2:3][CH3:5]. (3) Given the reactants [CH3:1][CH2:2][O:3][C:4]([CH:6]1[C:11](=[O:12])[CH2:10][CH2:9][CH2:8][CH2:7]1)=[O:5].[CH2:13](O)[CH2:14][OH:15].C1(C)C=CC(S(O)(=O)=O)=CC=1, predict the reaction product. The product is: [O:15]1[C:11]2([CH2:10][CH2:9][CH2:8][CH2:7][CH:6]2[C:4]([O:3][CH2:2][CH3:1])=[O:5])[O:12][CH2:13][CH2:14]1.